This data is from Peptide-MHC class I binding affinity with 185,985 pairs from IEDB/IMGT. The task is: Regression. Given a peptide amino acid sequence and an MHC pseudo amino acid sequence, predict their binding affinity value. This is MHC class I binding data. (1) The MHC is H-2-Db with pseudo-sequence H-2-Db. The peptide sequence is SSTVSFAEI. The binding affinity (normalized) is 0.305. (2) The MHC is HLA-B27:05 with pseudo-sequence HLA-B27:05. The peptide sequence is RRFKYLLNV. The binding affinity (normalized) is 0.653. (3) The peptide sequence is QIIEQLIKK. The MHC is HLA-B53:01 with pseudo-sequence HLA-B53:01. The binding affinity (normalized) is 0. (4) The binding affinity (normalized) is 0.0847. The peptide sequence is MMWIPGWFG. The MHC is HLA-B51:01 with pseudo-sequence HLA-B51:01. (5) The peptide sequence is SAFNDDGIY. The MHC is HLA-A31:01 with pseudo-sequence HLA-A31:01. The binding affinity (normalized) is 0.153. (6) The MHC is HLA-B07:02 with pseudo-sequence HLA-B07:02. The binding affinity (normalized) is 0. The peptide sequence is RLRDLLLIVTR. (7) The peptide sequence is WAKLLKQKW. The MHC is HLA-A02:12 with pseudo-sequence HLA-A02:12. The binding affinity (normalized) is 0.0847.